Regression. Given a peptide amino acid sequence and an MHC pseudo amino acid sequence, predict their binding affinity value. This is MHC class I binding data. From a dataset of Peptide-MHC class I binding affinity with 185,985 pairs from IEDB/IMGT. (1) The peptide sequence is VIIQYSAL. The MHC is H-2-Db with pseudo-sequence H-2-Db. The binding affinity (normalized) is 0. (2) The binding affinity (normalized) is 0.474. The MHC is HLA-A24:03 with pseudo-sequence HLA-A24:03. The peptide sequence is RMGVQMQRF. (3) The peptide sequence is KQFDTYNLW. The MHC is HLA-B40:01 with pseudo-sequence HLA-B40:01. The binding affinity (normalized) is 0.0847. (4) The peptide sequence is TLYCVHQGI. The MHC is HLA-B40:02 with pseudo-sequence HLA-B40:02. The binding affinity (normalized) is 0. (5) The peptide sequence is TMFLITENK. The MHC is HLA-A11:01 with pseudo-sequence HLA-A11:01. The binding affinity (normalized) is 0.631. (6) The MHC is HLA-B44:02 with pseudo-sequence HLA-B44:02. The peptide sequence is MKWGMEMRR. The binding affinity (normalized) is 0.0847. (7) The peptide sequence is FSDGTWRDEY. The MHC is HLA-A31:01 with pseudo-sequence HLA-A31:01. The binding affinity (normalized) is 0.134. (8) The peptide sequence is YLEGTRTLL. The MHC is HLA-B15:17 with pseudo-sequence HLA-B15:17. The binding affinity (normalized) is 0.0847.